From a dataset of Forward reaction prediction with 1.9M reactions from USPTO patents (1976-2016). Predict the product of the given reaction. The product is: [F:13][C:9]1[CH:8]=[C:7]([S:4]([C:2]([C:25]2([OH:24])[CH2:26][CH2:27][N:28]([C:31]([O:33][C:34]([CH3:37])([CH3:36])[CH3:35])=[O:32])[CH2:29][CH2:30]2)([CH3:3])[CH3:1])(=[O:6])=[O:5])[CH:12]=[CH:11][CH:10]=1. Given the reactants [CH3:1][C:2](S(C1C=C(F)C=CC=1)(=O)=O)([S:4]([C:7]1[CH:8]=[C:9]([F:13])[CH:10]=[CH:11][CH:12]=1)(=[O:6])=[O:5])[CH3:3].[O:24]=[C:25]1[CH2:30][CH2:29][N:28]([C:31]([O:33][C:34]([CH3:37])([CH3:36])[CH3:35])=[O:32])[CH2:27][CH2:26]1, predict the reaction product.